Dataset: NCI-60 drug combinations with 297,098 pairs across 59 cell lines. Task: Regression. Given two drug SMILES strings and cell line genomic features, predict the synergy score measuring deviation from expected non-interaction effect. Drug 1: CN(C)N=NC1=C(NC=N1)C(=O)N. Drug 2: CC1=C(C=C(C=C1)C(=O)NC2=CC(=CC(=C2)C(F)(F)F)N3C=C(N=C3)C)NC4=NC=CC(=N4)C5=CN=CC=C5. Cell line: TK-10. Synergy scores: CSS=4.15, Synergy_ZIP=-0.913, Synergy_Bliss=-0.472, Synergy_Loewe=-4.87, Synergy_HSA=-2.43.